From a dataset of Peptide-MHC class II binding affinity with 134,281 pairs from IEDB. Regression. Given a peptide amino acid sequence and an MHC pseudo amino acid sequence, predict their binding affinity value. This is MHC class II binding data. (1) The binding affinity (normalized) is 0.974. The peptide sequence is YDKFLANVSTFLTGK. The MHC is DRB1_0101 with pseudo-sequence DRB1_0101. (2) The peptide sequence is AFKVAATAANAAYAN. The MHC is DRB1_0401 with pseudo-sequence DRB1_0401. The binding affinity (normalized) is 0.809. (3) The peptide sequence is DKAVSGLRSLTTLLR. The MHC is DRB1_0701 with pseudo-sequence DRB1_0701. The binding affinity (normalized) is 0.406. (4) The peptide sequence is MARFTSTLTRLVKRP. The MHC is DRB1_1101 with pseudo-sequence DRB1_1101. The binding affinity (normalized) is 0.732.